Dataset: Reaction yield outcomes from USPTO patents with 853,638 reactions. Task: Predict the reaction yield, written as a fraction of the theoretical maximum amount of product (1.0 means a 100% yield; for example, 0.34 means a 34% yield). (1) The reactants are Cl.CN(C)CCCN=C=NCC.[CH:13]1([C:18]2[C:26]3[C:21](=[CH:22][CH:23]=[CH:24][CH:25]=3)[N:20]([S:27]([C:30]3[CH:38]=[CH:37][C:33]([C:34](O)=[O:35])=[CH:32][CH:31]=3)(=[O:29])=[O:28])[CH:19]=2)[CH2:17][CH2:16][CH2:15][CH2:14]1.[CH2:39]([NH2:45])[C@@H:40]1[O:44][CH2:43][CH2:42][CH2:41]1. The catalyst is CN(C)C1C=CN=CC=1.C(Cl)Cl. The product is [CH:13]1([C:18]2[C:26]3[C:21](=[CH:22][CH:23]=[CH:24][CH:25]=3)[N:20]([S:27]([C:30]3[CH:31]=[CH:32][C:33]([C:34]([NH:45][CH2:39][C@H:40]4[CH2:41][CH2:42][CH2:43][O:44]4)=[O:35])=[CH:37][CH:38]=3)(=[O:28])=[O:29])[CH:19]=2)[CH2:14][CH2:15][CH2:16][CH2:17]1. The yield is 0.160. (2) The reactants are [C:1]1([C:7]2[CH:12]=[C:11]([CH:13]3[CH2:18][C:17](=[O:19])[N:16]([CH3:20])[C:15](=[O:21])[CH2:14]3)[CH:10]=[CH:9][C:8]=2[NH:22][C:23]([C:25]2[N:26](COCC[Si](C)(C)C)[CH:27]=[C:28]([C:30]#[N:31])[N:29]=2)=[O:24])[CH2:6][CH2:5][CH2:4][CH2:3][CH:2]=1.CO.C(O)(C(F)(F)F)=O. The catalyst is C(Cl)Cl. The product is [C:1]1([C:7]2[CH:12]=[C:11]([CH:13]3[CH2:18][C:17](=[O:19])[N:16]([CH3:20])[C:15](=[O:21])[CH2:14]3)[CH:10]=[CH:9][C:8]=2[NH:22][C:23]([C:25]2[NH:26][CH:27]=[C:28]([C:30]#[N:31])[N:29]=2)=[O:24])[CH2:6][CH2:5][CH2:4][CH2:3][CH:2]=1. The yield is 0.0800. (3) The reactants are [C:1]([O:5][C:6]([N:8]([CH2:20][C:21]1[CH:29]=[CH:28][C:24]([C:25](O)=[O:26])=[CH:23][CH:22]=1)[CH2:9][C:10]1[CH:15]=[CH:14][C:13]([C:16]([O:18][CH3:19])=[O:17])=[CH:12][CH:11]=1)=[O:7])([CH3:4])([CH3:3])[CH3:2].CNCCN1CCC([N:40]([C:44]2[CH:49]=[CH:48][CH:47]=[CH:46][C:45]=2[C:50]2[CH:55]=[CH:54][CH:53]=[CH:52][CH:51]=2)[C:41](=[O:43])[O-:42])CC1.[CH2:56]([N:58]([CH2:61][CH3:62])[CH2:59][CH3:60])[CH3:57].Cl.[CH2:64]([N:66]=C=NCCCN(C)C)C.Cl[CH2:76]Cl. The catalyst is CN(C)C1C=CN=CC=1.C(OCC)(=O)C. The product is [C:45]1([C:50]2[CH:51]=[CH:52][CH:53]=[CH:54][CH:55]=2)[CH:46]=[CH:47][CH:48]=[CH:49][C:44]=1[NH:40][C:41]([O:42][CH:76]1[CH2:60][CH2:59][N:58]([CH2:61][CH2:62][N:66]([CH3:64])[C:25]([C:24]2[CH:23]=[CH:22][C:21]([CH2:20][N:8]([CH2:9][C:10]3[CH:15]=[CH:14][C:13]([C:16]([O:18][CH3:19])=[O:17])=[CH:12][CH:11]=3)[C:6]([O:5][C:1]([CH3:4])([CH3:3])[CH3:2])=[O:7])=[CH:29][CH:28]=2)=[O:26])[CH2:56][CH2:57]1)=[O:43]. The yield is 0.980. (4) The reactants are [NH2:1][CH:2]([C:4]1[C:9]([C:10]2[CH:15]=[CH:14][CH:13]=[CH:12][CH:11]=2)=[N:8][N:7]([CH2:16][C:17]2[CH:22]=[CH:21][CH:20]=[CH:19][CH:18]=2)[C:6](=[O:23])[CH:5]=1)[CH3:3].Br[C:25]1[N:33]=[CH:32][N:31]=[C:30]2[C:26]=1[NH:27][CH:28]=[N:29]2.CCN(C(C)C)C(C)C. The catalyst is CC(O)(C)C. The product is [CH2:16]([N:7]1[C:6](=[O:23])[CH:5]=[C:4]([CH:2]([NH:1][C:25]2[N:33]=[CH:32][N:31]=[C:30]3[C:26]=2[N:27]=[CH:28][NH:29]3)[CH3:3])[C:9]([C:10]2[CH:15]=[CH:14][CH:13]=[CH:12][CH:11]=2)=[N:8]1)[C:17]1[CH:22]=[CH:21][CH:20]=[CH:19][CH:18]=1. The yield is 0.430. (5) The reactants are [NH:1]1[C:9]2[C:4](=[CH:5][CH:6]=[CH:7][CH:8]=2)[C:3](/[CH:10]=[C:11]2\[O:12][C:13]3[C:20]([CH2:21][N:22]4[CH2:27][CH2:26][N:25](C(OC(C)(C)C)=O)[CH2:24][CH2:23]4)=[C:19]([O:35][CH2:36][CH2:37][C:38]4[CH:43]=[CH:42][CH:41]=[CH:40][CH:39]=4)[CH:18]=[CH:17][C:14]=3[C:15]\2=[O:16])=[N:2]1.FC(F)(F)C(O)=O.C(=O)([O-])O.[Na+]. The catalyst is C(Cl)Cl.O. The product is [NH:1]1[C:9]2[C:4](=[CH:5][CH:6]=[CH:7][CH:8]=2)[C:3](/[CH:10]=[C:11]2\[O:12][C:13]3[C:20]([CH2:21][N:22]4[CH2:23][CH2:24][NH:25][CH2:26][CH2:27]4)=[C:19]([O:35][CH2:36][CH2:37][C:38]4[CH:43]=[CH:42][CH:41]=[CH:40][CH:39]=4)[CH:18]=[CH:17][C:14]=3[C:15]\2=[O:16])=[N:2]1. The yield is 0.340.